This data is from Full USPTO retrosynthesis dataset with 1.9M reactions from patents (1976-2016). The task is: Predict the reactants needed to synthesize the given product. (1) Given the product [CH3:5][CH2:6][N:8]([CH2:48][C:49]([NH:40][C:41]1[CH:46]=[CH:45][CH:44]=[C:43]([O:47][CH2:34][C:28]2[CH:27]=[CH:33][CH:32]=[CH:30][CH:29]=2)[CH:42]=1)=[O:50])[CH2:9][CH3:10], predict the reactants needed to synthesize it. The reactants are: NC1C=C[C:5]([C:6]([NH:8][C:9]2C=CC(N)=C[CH:10]=2)=O)=CC=1.F[C:34](F)(F)[C:28]1[CH:29]=[C:30](N)[CH:32]=[CH:33][C:27]=1[C:27]1[CH:33]=[CH:32][C:30](N)=[CH:29][C:28]=1[C:34](F)(F)F.[NH2:40][C:41]1[CH:42]=[C:43]([OH:47])[CH:44]=[CH:45][CH:46]=1.[CH3:48][CH2:49][OH:50].C(O)C. (2) The reactants are: [F:1][C:2]1[CH:3]=[C:4]([NH2:24])[CH:5]=[CH:6][C:7]=1[O:8][C:9]1[CH:14]=[CH:13][N:12]=[C:11]2[CH:15]=[C:16]([C:18]3[N:19]([CH3:23])[CH:20]=[CH:21][N:22]=3)[S:17][C:10]=12.Cl[C:26](=[O:43])[CH2:27][C:28]([NH:30][CH:31]1[CH2:35][CH2:34][N:33]([C:36]([O:38][C:39]([CH3:42])([CH3:41])[CH3:40])=[O:37])[CH2:32]1)=[O:29].F[P-](F)(F)(F)(F)F.N1(O[P+](N(C)C)(N(C)C)N(C)C)C2C=CC=CC=2N=N1.CCN(C(C)C)C(C)C. Given the product [F:1][C:2]1[CH:3]=[C:4]([NH:24][C:26](=[O:43])[CH2:27][C:28]([NH:30][CH:31]2[CH2:35][CH2:34][N:33]([C:36]([O:38][C:39]([CH3:41])([CH3:40])[CH3:42])=[O:37])[CH2:32]2)=[O:29])[CH:5]=[CH:6][C:7]=1[O:8][C:9]1[CH:14]=[CH:13][N:12]=[C:11]2[CH:15]=[C:16]([C:18]3[N:19]([CH3:23])[CH:20]=[CH:21][N:22]=3)[S:17][C:10]=12, predict the reactants needed to synthesize it. (3) Given the product [OH:14][CH2:13][C:12]1[CH:11]=[CH:10][C:9]([O:8][C:6]2[N:7]=[C:2]([CH3:1])[C:3]([CH2:18][N:19]3[CH2:20][CH2:21][CH:22]([N:25]4[C@H:29]([C:30]5[CH:31]=[CH:32][CH:33]=[CH:34][CH:35]=5)[CH2:28][O:27][C:26]4=[O:36])[CH2:23][CH2:24]3)=[CH:4][CH:5]=2)=[CH:17][CH:16]=1, predict the reactants needed to synthesize it. The reactants are: [CH3:1][C:2]1[N:7]=[C:6]([O:8][C:9]2[CH:17]=[CH:16][C:12]([C:13](O)=[O:14])=[CH:11][CH:10]=2)[CH:5]=[CH:4][C:3]=1[CH2:18][N:19]1[CH2:24][CH2:23][CH:22]([N:25]2[C@H:29]([C:30]3[CH:35]=[CH:34][CH:33]=[CH:32][CH:31]=3)[CH2:28][O:27][C:26]2=[O:36])[CH2:21][CH2:20]1.CC(C[AlH]CC(C)C)C.